This data is from Forward reaction prediction with 1.9M reactions from USPTO patents (1976-2016). The task is: Predict the product of the given reaction. (1) Given the reactants [F:1][C:2]1[C:10]2[C:6](=[C:7]([C:14]3[CH:19]=[CH:18][C:17]([O:20]C)=[CH:16][CH:15]=3)[N:8]([CH:11]([CH3:13])[CH3:12])[N:9]=2)[C:5](C)=[CH:4][CH:3]=1.B(Br)(Br)Br.C1CCCCC=1, predict the reaction product. The product is: [F:1][C:2]1[C:10]2[C:6](=[C:7]([C:14]3[CH:15]=[CH:16][C:17]([OH:20])=[CH:18][CH:19]=3)[N:8]([CH:11]([CH3:12])[CH3:13])[N:9]=2)[CH:5]=[CH:4][CH:3]=1. (2) Given the reactants Br[C:2]1[CH:25]=[CH:24][C:5]([CH2:6][C:7]2[N:8]=[C:9]([C:14]3[CH:19]=[CH:18][C:17]([C:20]([F:23])([F:22])[F:21])=[CH:16][CH:15]=3)[S:10][C:11]=2[CH2:12][OH:13])=[CH:4][CH:3]=1.[C:26]1(B(O)O)[CH:31]=[CH:30][CH:29]=[CH:28][CH:27]=1.C(=O)([O-])[O-].[Na+].[Na+], predict the reaction product. The product is: [C:2]1([C:26]2[CH:31]=[CH:30][CH:29]=[CH:28][CH:27]=2)[CH:25]=[CH:24][C:5]([CH2:6][C:7]2[N:8]=[C:9]([C:14]3[CH:19]=[CH:18][C:17]([C:20]([F:23])([F:22])[F:21])=[CH:16][CH:15]=3)[S:10][C:11]=2[CH2:12][OH:13])=[CH:4][CH:3]=1. (3) Given the reactants [Cl:1][C:2]1[CH:3]=[C:4]([CH:14]=[CH:15][C:16]=1[Cl:17])[CH2:5][N:6]1[CH2:11][CH2:10][O:9][CH:8]([CH2:12][NH2:13])[CH2:7]1.[N:18]([CH2:21][C:22]1[CH:27]=[CH:26][C:25]([O:28][CH3:29])=[CH:24][CH:23]=1)=[C:19]=[O:20], predict the reaction product. The product is: [Cl:1][C:2]1[CH:3]=[C:4]([CH:14]=[CH:15][C:16]=1[Cl:17])[CH2:5][N:6]1[CH2:11][CH2:10][O:9][CH:8]([CH2:12][NH:13][C:19]([NH:18][CH2:21][C:22]2[CH:27]=[CH:26][C:25]([O:28][CH3:29])=[CH:24][CH:23]=2)=[O:20])[CH2:7]1.